Dataset: Forward reaction prediction with 1.9M reactions from USPTO patents (1976-2016). Task: Predict the product of the given reaction. Given the reactants [S:1]1[CH:5]=[CH:4][CH:3]=[C:2]1[S:6]([N:9]1[CH2:14][CH2:13][N:12]([C:15]2[CH:20]=[CH:19][C:18]([C:21]([OH:27])([CH3:26])[C:22]([F:25])([F:24])[F:23])=[CH:17][CH:16]=2)[C@@H:11]([CH2:28][N:29]2[CH2:34][CH2:33][O:32][CH2:31][CH:30]2[CH2:35][C:36]([OH:38])=O)[CH2:10]1)(=[O:8])=[O:7].[CH3:39][NH:40][CH3:41].CCN(C(C)C)C(C)C.CN(C(ON1N=NC2C=CC=NC1=2)=[N+](C)C)C.F[P-](F)(F)(F)(F)F, predict the reaction product. The product is: [CH3:39][N:40]([CH3:41])[C:36](=[O:38])[CH2:35][CH:30]1[CH2:31][O:32][CH2:33][CH2:34][N:29]1[CH2:28][C@H:11]1[CH2:10][N:9]([S:6]([C:2]2[S:1][CH:5]=[CH:4][CH:3]=2)(=[O:7])=[O:8])[CH2:14][CH2:13][N:12]1[C:15]1[CH:20]=[CH:19][C:18]([C:21]([OH:27])([CH3:26])[C:22]([F:25])([F:24])[F:23])=[CH:17][CH:16]=1.